This data is from Full USPTO retrosynthesis dataset with 1.9M reactions from patents (1976-2016). The task is: Predict the reactants needed to synthesize the given product. (1) Given the product [Cl:50][C:51]1[N:52]=[CH:53][CH:54]=[CH:55][C:56]=1[C:57]([NH:12][CH2:11][C:8]1([C:7]2[C:2]([Cl:1])=[N:3][C:4]([Cl:13])=[CH:5][CH:6]=2)[CH2:9][CH2:10]1)=[O:58], predict the reactants needed to synthesize it. The reactants are: [Cl:1][C:2]1[C:7]([C:8]2([CH2:11][NH2:12])[CH2:10][CH2:9]2)=[CH:6][CH:5]=[C:4]([Cl:13])[N:3]=1.FC(F)(F)C1C(C(O)=O)=NC=CC=1.CCN=C=NCCCN(C)C.Cl.C1C=C2N=NN(O)C2=CC=1.O.[Cl:50][C:51]1[C:56]([C:57](O)=[O:58])=[CH:55][CH:54]=[CH:53][N:52]=1. (2) Given the product [CH2:13]([C:11]1[CH:12]=[C:7]([C:5]2[CH:4]=[N:3][N:2]([CH3:1])[CH:6]=2)[N:8]=[CH:9][C:10]=1[NH2:15])[CH3:14], predict the reactants needed to synthesize it. The reactants are: [CH3:1][N:2]1[CH:6]=[C:5]([C:7]2[CH:12]=[C:11]([CH:13]=[CH2:14])[C:10]([N+:15]([O-])=O)=[CH:9][N:8]=2)[CH:4]=[N:3]1.C([O-])=O.[NH4+].N#N. (3) Given the product [CH3:1][O:2][C:3]([CH:5]1[N:9]2[C:10](=[O:33])[C:11]([C:31]#[N:32])=[C:12]([CH2:20][C:21]3[C:30]4[C:25](=[CH:26][CH:27]=[CH:28][CH:29]=4)[CH:24]=[CH:23][CH:22]=3)[C:13]([CH:14]3[CH2:18][CH2:19]3)=[C:8]2[S:7][CH2:6]1)=[O:4], predict the reactants needed to synthesize it. The reactants are: [CH3:1][O:2][C:3]([C@H:5]1[N:9]2[C:10](=[O:33])[C:11]([C:31]#[N:32])=[C:12]([CH2:20][C:21]3[C:30]4[C:25](=[CH:26][CH:27]=[CH:28][CH:29]=4)[CH:24]=[CH:23][CH:22]=3)[C:13]([C:14]3[CH:19]=[CH:18]C=CC=3)=[C:8]2[S:7][CH2:6]1)=[O:4].COC([C@H]1N2C(=O)C(Br)=C(CC3C4C(=CC=CC=4)C=CC=3)C(C3C=CC=CC=3)=C2SC1)=O.COC(C1N2C(=O)C(Br)=C(CC3C4C(=CC=CC=4)C=CC=3)C(C3CC3)=C2SC1)=O. (4) Given the product [CH2:17]([O:1][C:2]1[N:3]=[CH:4][C:5]2[C:10]([C:11]=1[C:12]([O:14][CH2:15][CH3:16])=[O:13])=[CH:9][CH:8]=[CH:7][CH:6]=2)[CH3:18], predict the reactants needed to synthesize it. The reactants are: [OH:1][C:2]1[N:3]=[CH:4][C:5]2[C:10]([C:11]=1[C:12]([O:14][CH2:15][CH3:16])=[O:13])=[CH:9][CH:8]=[CH:7][CH:6]=2.[C:17]1(P(C2C=CC=CC=2)C2C=CC=CC=2)C=CC=C[CH:18]=1.C(O)C.CC(OC(/N=N/C(OC(C)C)=O)=O)C.